This data is from Peptide-MHC class II binding affinity with 134,281 pairs from IEDB. The task is: Regression. Given a peptide amino acid sequence and an MHC pseudo amino acid sequence, predict their binding affinity value. This is MHC class II binding data. (1) The peptide sequence is MYFHRRDLRLASNAI. The MHC is DRB3_0101 with pseudo-sequence DRB3_0101. The binding affinity (normalized) is 0.552. (2) The MHC is HLA-DQA10102-DQB10501 with pseudo-sequence HLA-DQA10102-DQB10501. The peptide sequence is TVEKWLACGVDNFCV. The binding affinity (normalized) is 0.259. (3) The peptide sequence is YDKFLANVSIVLTGK. The MHC is DRB1_1001 with pseudo-sequence DRB1_1001. The binding affinity (normalized) is 0.698. (4) The peptide sequence is PARLIVFPDLGVR. The MHC is DRB1_1101 with pseudo-sequence DRB1_1101. The binding affinity (normalized) is 0.118. (5) The peptide sequence is LVGPTPVNIIGRNLLTQLGC. The MHC is HLA-DQA10101-DQB10501 with pseudo-sequence HLA-DQA10101-DQB10501. The binding affinity (normalized) is 0.224. (6) The peptide sequence is LQLIRLAASLQHYGL. The MHC is H-2-IAd with pseudo-sequence H-2-IAd. The binding affinity (normalized) is 0.686.